Dataset: Forward reaction prediction with 1.9M reactions from USPTO patents (1976-2016). Task: Predict the product of the given reaction. (1) Given the reactants [OH:1][C@H:2]1[C@:5]2([C:15]3[CH:20]=[CH:19][CH:18]=[CH:17][CH:16]=3)[C:6]3[CH:14]=[CH:13][CH:12]=[CH:11][C:7]=3[CH2:8][CH2:9][CH2:10][N:4]2[C:3]1=[O:21].CS([C:26]1[N:31]=[C:30]([CH3:32])[CH:29]=[C:28]([CH3:33])[N:27]=1)(=O)=O, predict the reaction product. The product is: [CH3:33][C:28]1[CH:29]=[C:30]([CH3:32])[N:31]=[C:26]([O:1][C@H:2]2[C@:5]3([C:15]4[CH:20]=[CH:19][CH:18]=[CH:17][CH:16]=4)[C:6]4[CH:14]=[CH:13][CH:12]=[CH:11][C:7]=4[CH2:8][CH2:9][CH2:10][N:4]3[C:3]2=[O:21])[N:27]=1. (2) Given the reactants [F:1][C:2]1[C:7]2[N:8]([CH2:39][CH2:40][CH2:41][CH2:42][O:43][CH3:44])[C:9]([C:11]([N:13]([CH2:35][CH:36]([CH3:38])[CH3:37])[C@H:14]3[CH2:19][C@@H:18]([C:20]([N:22]4[CH2:27][CH2:26][O:25][CH2:24][CH2:23]4)=[O:21])[CH2:17][N:16](C(OC(C)(C)C)=O)[CH2:15]3)=[O:12])=[N:10][C:6]=2[CH:5]=[CH:4][CH:3]=1.C(OCC)(=O)C.[ClH:51], predict the reaction product. The product is: [ClH:51].[ClH:51].[F:1][C:2]1[C:7]2[N:8]([CH2:39][CH2:40][CH2:41][CH2:42][O:43][CH3:44])[C:9]([C:11]([N:13]([CH2:35][CH:36]([CH3:37])[CH3:38])[C@H:14]3[CH2:19][C@@H:18]([C:20]([N:22]4[CH2:27][CH2:26][O:25][CH2:24][CH2:23]4)=[O:21])[CH2:17][NH:16][CH2:15]3)=[O:12])=[N:10][C:6]=2[CH:5]=[CH:4][CH:3]=1.